This data is from Reaction yield outcomes from USPTO patents with 853,638 reactions. The task is: Predict the reaction yield, written as a fraction of the theoretical maximum amount of product (1.0 means a 100% yield; for example, 0.34 means a 34% yield). (1) The reactants are [ClH:1].[NH2:2][CH2:3][C:4]1[CH:13]=[CH:12][C:7]([C:8]([O:10][CH3:11])=[O:9])=[C:6]([OH:14])[CH:5]=1.C(N(C(C)C)CC)(C)C.Br[CH2:25][C:26]1[CH:35]=[CH:34][C:29]([C:30]([O:32][CH3:33])=[O:31])=[C:28]([OH:36])[CH:27]=1. The catalyst is CN(C)C=O.Cl.C(OCC)(=O)C. The product is [ClH:1].[OH:14][C:6]1[CH:5]=[C:4]([CH2:3][NH:2][CH2:25][C:26]2[CH:35]=[CH:34][C:29]([C:30]([O:32][CH3:33])=[O:31])=[C:28]([OH:36])[CH:27]=2)[CH:13]=[CH:12][C:7]=1[C:8]([O:10][CH3:11])=[O:9]. The yield is 0.740. (2) The reactants are [CH3:1][C:2]1[O:6][N:5]=[C:4]([C:7]2[CH:12]=[CH:11][CH:10]=[CH:9][CH:8]=2)[C:3]=1[CH2:13][O:14][C:15]1[CH:23]=[C:22]([C:24]([F:27])([F:26])[F:25])[C:18]([C:19](O)=[O:20])=[CH:17][N:16]=1.[NH2:28][CH:29]1[CH2:34][CH2:33][O:32][CH2:31][CH2:30]1. No catalyst specified. The product is [CH3:1][C:2]1[O:6][N:5]=[C:4]([C:7]2[CH:12]=[CH:11][CH:10]=[CH:9][CH:8]=2)[C:3]=1[CH2:13][O:14][C:15]1[CH:23]=[C:22]([C:24]([F:27])([F:25])[F:26])[C:18]([C:19]([NH:28][CH:29]2[CH2:34][CH2:33][O:32][CH2:31][CH2:30]2)=[O:20])=[CH:17][N:16]=1. The yield is 0.450. (3) The reactants are [I:1][C:2]1[CH:3]=[C:4]2[C:9](=[CH:10][CH:11]=1)[N:8]=[C:7]([C:12]([O:14]CC)=[O:13])[CH:6]=[N:5]2.[OH-].[Na+].C(O)C. The catalyst is C(O)(=O)C. The product is [I:1][C:2]1[CH:3]=[C:4]2[C:9](=[CH:10][CH:11]=1)[N:8]=[C:7]([C:12]([OH:14])=[O:13])[CH:6]=[N:5]2. The yield is 0.910. (4) The reactants are [OH:1][C:2]1[C:9]([O:10][CH3:11])=[CH:8][C:5]([CH:6]=[O:7])=[CH:4][C:3]=1[I:12].[C:13](OC(=O)C)(=[O:15])[CH3:14]. The catalyst is OS(O)(=O)=O.O. The product is [C:13]([O:1][C:2]1[C:9]([O:10][CH3:11])=[CH:8][C:5]([CH:6]=[O:7])=[CH:4][C:3]=1[I:12])(=[O:15])[CH3:14]. The yield is 0.991. (5) The reactants are [NH:1]1[C:9]2[C:4](=[CH:5][C:6]([OH:10])=[CH:7][CH:8]=2)[CH:3]=[N:2]1.O[CH:12]1[CH2:17][CH2:16][O:15][CH2:14][CH2:13]1.C1(P(C2C=CC=CC=2)C2C=CC=CC=2)C=CC=CC=1.N(C(OCC)=O)=NC(OCC)=O.C1(C)C=CC=CC=1. The catalyst is O1CCCC1. The product is [O:15]1[CH2:16][CH2:17][CH:12]([O:10][C:6]2[CH:5]=[C:4]3[C:9](=[CH:8][CH:7]=2)[NH:1][N:2]=[CH:3]3)[CH2:13][CH2:14]1. The yield is 0.470. (6) The reactants are Cl[C:2]1[C:3]2[CH2:17][CH2:16][CH2:15][C:4]=2[N:5]=[C:6]([C:8]2[CH:13]=[CH:12][CH:11]=[C:10]([Cl:14])[CH:9]=2)[N:7]=1.[CH:18]([C:20]1[CH:26]=[CH:25][C:23]([NH2:24])=[CH:22][CH:21]=1)=[CH2:19]. No catalyst specified. The product is [Cl:14][C:10]1[CH:9]=[C:8]([C:6]2[N:7]=[C:2]([NH:24][C:23]3[CH:25]=[CH:26][C:20]([CH:18]=[CH2:19])=[CH:21][CH:22]=3)[C:3]3[CH2:17][CH2:16][CH2:15][C:4]=3[N:5]=2)[CH:13]=[CH:12][CH:11]=1. The yield is 0.620. (7) The reactants are [NH2:1][C:2]1[CH:21]=[CH:20][CH:19]=[CH:18][C:3]=1[C:4]([NH:6][C:7]1[CH:17]=[CH:16][C:10]2[O:11][C:12]([F:15])([F:14])[O:13][C:9]=2[CH:8]=1)=[O:5].Cl[CH2:23][C:24]1[CH:29]=[CH:28][N:27]=[C:26]([NH:30][C:31]([NH:33][CH2:34][CH3:35])=[O:32])[CH:25]=1.C(C1C=C(C)C=C(C(C)(C)C)C=1O)(C)(C)C.[Na+].[I-].[Al]. The catalyst is CN(C=O)C.CCOC(C)=O.C(Cl)Cl. The product is [F:14][C:12]1([F:15])[O:11][C:10]2[CH:16]=[CH:17][C:7]([NH:6][C:4](=[O:5])[C:3]3[CH:18]=[CH:19][CH:20]=[CH:21][C:2]=3[NH:1][CH2:23][C:24]3[CH:29]=[CH:28][N:27]=[C:26]([NH:30][C:31]([NH:33][CH2:34][CH3:35])=[O:32])[CH:25]=3)=[CH:8][C:9]=2[O:13]1. The yield is 0.230.